This data is from Forward reaction prediction with 1.9M reactions from USPTO patents (1976-2016). The task is: Predict the product of the given reaction. Given the reactants [CH3:1][O:2][C:3]([C:5]1[CH:13]=[C:12]2[C:8]([CH:9]=[CH:10][N:11]2[S:14]([C:17]2[CH:22]=[CH:21][C:20](Br)=[CH:19][CH:18]=2)(=[O:16])=[O:15])=[CH:7][CH:6]=1)=[O:4].C1C=CC(P(C2C(C3C(P(C4C=CC=CC=4)C4C=CC=CC=4)=CC=C4C=3C=CC=C4)=C3C(C=CC=C3)=CC=2)C2C=CC=CC=2)=CC=1.[O-]P([O-])([O-])=O.[K+].[K+].[K+].[NH:78]1[CH2:83][CH2:82][O:81][CH2:80][CH2:79]1, predict the reaction product. The product is: [CH3:1][O:2][C:3]([C:5]1[CH:13]=[C:12]2[C:8]([CH:9]=[CH:10][N:11]2[S:14]([C:17]2[CH:22]=[CH:21][C:20]([N:78]3[CH2:83][CH2:82][O:81][CH2:80][CH2:79]3)=[CH:19][CH:18]=2)(=[O:16])=[O:15])=[CH:7][CH:6]=1)=[O:4].